Dataset: Catalyst prediction with 721,799 reactions and 888 catalyst types from USPTO. Task: Predict which catalyst facilitates the given reaction. (1) Reactant: COC1C=C(OC)C=CC=1C[N:6]([C:30]1[S:31][CH:32]=[CH:33][N:34]=1)[S:7]([C:10]1[CH:11]=[C:12]2[C:17](=[CH:18][CH:19]=1)[C:16]([C:20]1[CH:28]=[CH:27][CH:26]=[CH:25][C:21]=1[C:22]([NH2:24])=O)=[N:15][CH:14]=[C:13]2[F:29])(=[O:9])=[O:8].O=P(Cl)(Cl)Cl.C(O)(C(F)(F)F)=O. Product: [C:22]([C:21]1[CH:25]=[CH:26][CH:27]=[CH:28][C:20]=1[C:16]1[C:17]2[C:12](=[CH:11][C:10]([S:7]([NH:6][C:30]3[S:31][CH:32]=[CH:33][N:34]=3)(=[O:8])=[O:9])=[CH:19][CH:18]=2)[C:13]([F:29])=[CH:14][N:15]=1)#[N:24]. The catalyst class is: 300. (2) Reactant: [CH2:1]([N:8]1[CH2:12][CH2:11][CH2:10][C:9]1=[O:13])[C:2]1[CH:7]=[CH:6][CH:5]=[CH:4][CH:3]=1.[Li][CH2:15][CH2:16][CH2:17][CH3:18].BrCC1CC1. Product: [CH2:1]([N:8]1[CH2:12][CH2:11][CH:10]([CH2:15][CH:16]2[CH2:18][CH2:17]2)[C:9]1=[O:13])[C:2]1[CH:7]=[CH:6][CH:5]=[CH:4][CH:3]=1. The catalyst class is: 1. (3) Reactant: CI.[C:3]1([C:9]2([C:12]([OH:14])=[O:13])[CH2:11][CH2:10]2)[CH:8]=[CH:7][CH:6]=[CH:5][CH:4]=1.[C:15](=O)([O-])[O-].[K+].[K+].CN(C)C=O. Product: [CH3:15][O:13][C:12]([C:9]1([C:3]2[CH:8]=[CH:7][CH:6]=[CH:5][CH:4]=2)[CH2:11][CH2:10]1)=[O:14]. The catalyst class is: 28. (4) Reactant: [CH:1]1([OH:5])[CH2:4][CH2:3][CH2:2]1.[H-].[Na+].[Br:8][C:9]1[CH:10]=[N:11][C:12](Cl)=[N:13][CH:14]=1. Product: [Br:8][C:9]1[CH:10]=[N:11][C:12]([O:5][CH:1]2[CH2:4][CH2:3][CH2:2]2)=[N:13][CH:14]=1. The catalyst class is: 1.